Dataset: Experimentally validated miRNA-target interactions with 360,000+ pairs, plus equal number of negative samples. Task: Binary Classification. Given a miRNA mature sequence and a target amino acid sequence, predict their likelihood of interaction. (1) The miRNA is hsa-miR-24-3p with sequence UGGCUCAGUUCAGCAGGAACAG. The protein sequence of the target gene is MSGLGRSRRGGRSRVDQEERFPQGLWTGVAMRSCPEEQYWDPLLGTCMSCKTICNHQSQRTCAAFCRSLSCRKEQGKFYDHLLRDCISCASICGQHPKQCAYFCENKLRSPVNLPPELRRQRSGEVENNSDNSGRYQGLEHRGSEASPALPGLKLSADQVALVYSTLGLCLCAVLCCFLVAVACFLKKRGDPCSCQPRSRPRQSPAKSSQDHAMEAGSPVSTSPEPVETCSFCFPECRAPTQESAVTPGTPDPTCAGRWGCHTRTTVLQPCPHIPDSGLGIVCVPAQEGGPGA. Result: 1 (interaction). (2) The miRNA is hsa-miR-4434 with sequence AGGAGAAGUAAAGUAGAA. The protein sequence of the target gene is MAEYGAHITTASVADDQPSIFEVVAQDSLMTAVRPALQHVVKVLAESNPAHYGFLWRWFDEIFTLLDFLLQQHYLSRTSASFSEHFYGLKRIVAGSSPHLQRPASAGLPKEHLWKSAMFLVLLPYLKVKLEKLASSLREEDEYSIHPPSSRWKRFYRAFLAAYPFVNMAWEGWFLTQQLRYILGKAEHHSPLLKLAGVRLARLTAQDMQAIKQRLVEASAMQEPVRSVGEKIKSALKKAVGGVALSLSTGLSVGVFFLQFLDWWYSSENQEAIKSLTALPTPPPPVHLDYNSDSPLLPKM.... Result: 0 (no interaction). (3) The miRNA is hsa-miR-4704-5p with sequence GACACUAGGCAUGUGAGUGAUU. The protein sequence of the target gene is MVQRMWAEAAGPAGGAEPLFPGSRRSRSVWDAVRLEVGVPDSCPVVLHSFTQLDPDLPRPESSTQEIGEELINGVIYSISLRKVQLHHGGNKGQRWLGYENESALNLYETCKVRTVKAGTLEKLVEHLVPAFQGSDLSYVTIFLCTYRAFTTTQQVLDLLFKRYGRCDALTASSRYGCILPYSDEDGGPQDQLKNAISSILGTWLDQYSEDFCQPPDFPCLKQLVAYVQLNMPGSDLERRAHLLLAQLEHSEPIEAEPEALSPVPALKPTPELELALTPARAPSPVPAPAPEPEPAPTPA.... Result: 0 (no interaction). (4) The miRNA is hsa-miR-320c with sequence AAAAGCUGGGUUGAGAGGGU. The protein sequence of the target gene is MAASVLNTVLRRLPMLSLFRGSHRVQVPLQTLCTKAPSEEDSLSSVPISPYKDEPWKYLESEEYQERYGSRPVWADYRRNHKGGVPPQRTRKTCIRRNKVVGNPCPICRDHKLHVDFRNVKLLEQFVCAHTGIIFYAPYTGVCVKQHKRLTQAIQKARDHGLLIYHIPQVEPRDLDFSTSHGAVSATPPAPTLVSGDPWYPWYNWKQPPERELSRLRRLYQGHLQEESGPPPESMPKMPPRTPAEASSTGQTGPQSAL. Result: 1 (interaction).